From a dataset of Peptide-MHC class II binding affinity with 134,281 pairs from IEDB. Regression. Given a peptide amino acid sequence and an MHC pseudo amino acid sequence, predict their binding affinity value. This is MHC class II binding data. (1) The peptide sequence is DLGKKRFLLIRNSTW. The MHC is DRB1_0701 with pseudo-sequence DRB1_0701. The binding affinity (normalized) is 0.713. (2) The peptide sequence is ARARRAALAAAGASR. The MHC is HLA-DQA10101-DQB10501 with pseudo-sequence HLA-DQA10101-DQB10501. The binding affinity (normalized) is 0.101. (3) The peptide sequence is DITVKNCVLKKSTNG. The MHC is HLA-DQA10401-DQB10402 with pseudo-sequence HLA-DQA10401-DQB10402. The binding affinity (normalized) is 0. (4) The peptide sequence is KYDAYVATLSEALRI. The MHC is DRB5_0101 with pseudo-sequence DRB5_0101. The binding affinity (normalized) is 0.625. (5) The peptide sequence is VDPTDYFRNEQSIPP. The MHC is DRB1_1302 with pseudo-sequence DRB1_1302. The binding affinity (normalized) is 0.234. (6) The peptide sequence is VFLGSAHGIPKVPPG. The MHC is DRB1_0101 with pseudo-sequence DRB1_0101. The binding affinity (normalized) is 0.356. (7) The peptide sequence is KGIHTVFGSAFQGLF. The MHC is HLA-DQA10601-DQB10402 with pseudo-sequence HLA-DQA10601-DQB10402. The binding affinity (normalized) is 0.271. (8) The peptide sequence is TISSYFVGKMYFNLIDTK. The MHC is H-2-IAd with pseudo-sequence H-2-IAd. The binding affinity (normalized) is 0.194.